This data is from Full USPTO retrosynthesis dataset with 1.9M reactions from patents (1976-2016). The task is: Predict the reactants needed to synthesize the given product. (1) Given the product [Br:74][C:75]1[CH:76]=[C:77]([C:82]2[CH2:87][CH2:86][C@H:85]([N:88]3[C@@H:92]([C:93]4[CH:98]=[CH:97][CH:96]=[CH:95][CH:94]=4)[C:91]([CH3:99])([CH3:100])[O:90][C:89]3=[O:101])[CH2:84][CH:83]=2)[C:78]([F:81])=[N:79][CH:80]=1, predict the reactants needed to synthesize it. The reactants are: FC(F)(F)S(OC1CC[C@@H](N2[C@@H](C3C=CC=CC=3)C(C)(C)OC2=O)CC=1)(=O)=O.FC(F)(F)S(OC1CC[C@H](N2[C@@H](C3C=CC=CC=3)C(C)(C)OC2=O)CC=1)(=O)=O.BrC1C=C(B(O)O)C(F)=NC=1.C(=O)([O-])[O-].[Na+].[Na+].[Br:74][C:75]1[CH:76]=[C:77]([C:82]2[CH2:87][CH2:86][C@@H:85]([N:88]3[C@@H:92]([C:93]4[CH:98]=[CH:97][CH:96]=[CH:95][CH:94]=4)[C:91]([CH3:100])([CH3:99])[O:90][C:89]3=[O:101])[CH2:84][CH:83]=2)[C:78]([F:81])=[N:79][CH:80]=1. (2) The reactants are: [C:1]1([C:7]2([C:13]#[N:14])[CH2:12][CH2:11][NH:10][CH2:9][CH2:8]2)[CH:6]=[CH:5][CH:4]=[CH:3][CH:2]=1.C=O.[C:17](O[BH-](OC(=O)C)OC(=O)C)(=O)C.C(O)(=O)C. Given the product [CH3:17][N:10]1[CH2:9][CH2:8][C:7]([C:1]2[CH:2]=[CH:3][CH:4]=[CH:5][CH:6]=2)([C:13]#[N:14])[CH2:12][CH2:11]1, predict the reactants needed to synthesize it. (3) Given the product [Cl:1][C:2]1[CH:3]=[C:4]2[C:8](=[CH:9][CH:10]=1)[NH:7][CH:6]=[C:5]2[CH2:11][N:12]1[C:20]([C:21]2[N:22]([CH3:26])[CH:23]=[CH:24][N:25]=2)=[C:19]2[C:14]([N:15]([CH2:29][CH:30]([CH3:32])[CH3:31])[C:16](=[O:28])[N:17]([CH2:34][CH2:35][OH:36])[C:18]2=[O:27])=[N:13]1, predict the reactants needed to synthesize it. The reactants are: [Cl:1][C:2]1[CH:3]=[C:4]2[C:8](=[CH:9][CH:10]=1)[NH:7][CH:6]=[C:5]2[CH2:11][N:12]1[C:20]([C:21]2[N:22]([CH3:26])[CH:23]=[CH:24][N:25]=2)=[C:19]2[C:14]([N:15]([CH2:29][CH:30]([CH3:32])[CH3:31])[C:16](=[O:28])[NH:17][C:18]2=[O:27])=[N:13]1.Br[CH2:34][CH2:35][OH:36].C(=O)([O-])[O-].[K+].[K+]. (4) Given the product [CH2:1]([O:3][C:4]([C:6]1[N:10]([CH2:11][C:12]2[CH:17]=[CH:16][CH:15]=[C:14]([Cl:18])[CH:13]=2)[C:9]2[CH:19]=[C:20]([C:27]3[CH:28]=[C:29]([C:31]([F:34])([F:32])[F:33])[CH:30]=[C:25]([C:24]([F:23])([F:39])[F:38])[CH:26]=3)[S:21][C:8]=2[CH:7]=1)=[O:5])[CH3:2], predict the reactants needed to synthesize it. The reactants are: [CH2:1]([O:3][C:4]([C:6]1[N:10]([CH2:11][C:12]2[CH:17]=[CH:16][CH:15]=[C:14]([Cl:18])[CH:13]=2)[C:9]2[CH:19]=[C:20](Br)[S:21][C:8]=2[CH:7]=1)=[O:5])[CH3:2].[F:23][C:24]([F:39])([F:38])[C:25]1[CH:26]=[C:27](B(O)O)[CH:28]=[C:29]([C:31]([F:34])([F:33])[F:32])[CH:30]=1.[O-]P([O-])([O-])=O.[K+].[K+].[K+].C(P(C(C)(C)C)C1C=CC=CC=1C1C=CC=CC=1)(C)(C)C.C([O-])([O-])=O.[Na+].[Na+]. (5) Given the product [C:1]([N:4]1[CH2:13][CH2:12][C:11]2[C:6](=[CH:7][CH:8]=[C:9]([S:14]([O:44][C:35]3[C:36]([F:43])=[C:37]([F:42])[C:38]([F:41])=[C:39]([F:40])[C:34]=3[F:33])(=[O:16])=[O:15])[CH:10]=2)[CH:5]1[C:18]1[CH:23]=[CH:22][C:21]([C:24]2[CH:29]=[CH:28][CH:27]=[C:26]([F:30])[CH:25]=2)=[CH:20][C:19]=1[O:31][CH3:32])(=[O:3])[CH3:2], predict the reactants needed to synthesize it. The reactants are: [C:1]([N:4]1[CH2:13][CH2:12][C:11]2[C:6](=[CH:7][CH:8]=[C:9]([S:14](Cl)(=[O:16])=[O:15])[CH:10]=2)[CH:5]1[C:18]1[CH:23]=[CH:22][C:21]([C:24]2[CH:29]=[CH:28][CH:27]=[C:26]([F:30])[CH:25]=2)=[CH:20][C:19]=1[O:31][CH3:32])(=[O:3])[CH3:2].[F:33][C:34]1[C:39]([F:40])=[C:38]([F:41])[C:37]([F:42])=[C:36]([F:43])[C:35]=1[OH:44].CCOC(C)=O. (6) Given the product [CH:25]1[N:26]2[C:35]3[C:30]([CH2:29][CH2:28][C:27]2=[C:23]([CH2:22][CH:10]([C:9]2[NH:5][N:6]=[N:7][N:8]=2)[CH2:11][CH2:12][CH2:13][NH2:14])[N:24]=1)=[CH:31][CH:32]=[CH:33][CH:34]=3, predict the reactants needed to synthesize it. The reactants are: C(CC[N:5]1[C:9]([CH:10]([CH2:22][C:23]2[N:24]=[CH:25][N:26]3[C:35]4[C:30](=[CH:31][CH:32]=[CH:33][CH:34]=4)[CH2:29][CH2:28][C:27]=23)[CH2:11][CH2:12][CH2:13][NH:14]C(=O)OC(C)(C)C)=[N:8][N:7]=[N:6]1)#N.[OH-].[Na+].O.Cl.